From a dataset of Reaction yield outcomes from USPTO patents with 853,638 reactions. Predict the reaction yield, written as a fraction of the theoretical maximum amount of product (1.0 means a 100% yield; for example, 0.34 means a 34% yield). (1) The reactants are [CH3:1][O:2][C:3]1[CH:4]=[C:5]2[C:10](=[CH:11][CH:12]=1)[N:9]=[CH:8][CH:7]=[CH:6]2.C([O-])=O.[NH4+]. The catalyst is CO.[Pd]. The product is [CH3:1][O:2][C:3]1[CH:4]=[C:5]2[C:10](=[CH:11][CH:12]=1)[NH:9][CH2:8][CH2:7][CH2:6]2. The yield is 0.890. (2) The reactants are [Cl:1][C:2]1[CH:3]=[C:4]([C@@H:12]([CH2:22][CH:23]2[CH2:27][CH2:26][CH2:25][CH2:24]2)[C:13]([NH:15][C:16]2[CH:20]=[CH:19][N:18]([CH3:21])[N:17]=2)=[O:14])[CH:5]=[CH:6][C:7]=1[S:8]([CH3:11])(=[O:10])=[O:9].C(Cl)(=O)C(Cl)=O.N1C(C)=CC=CC=1C.[Cl:42][C:43]1[CH:44]=[C:45]([CH:53]=[CH:54][C:55]=1[Cl:56])CN1C=CC(N)=N1. The catalyst is C(Cl)Cl. The product is [Cl:1][C:2]1[CH:3]=[C:4]([C@@H:12]([CH2:22][CH:23]2[CH2:24][CH2:25][CH2:26][CH2:27]2)[C:13]([NH:15][C:16]2[CH:20]=[CH:19][N:18]([CH2:21][C:53]3[CH:45]=[CH:44][C:43]([Cl:42])=[C:55]([Cl:56])[CH:54]=3)[N:17]=2)=[O:14])[CH:5]=[CH:6][C:7]=1[S:8]([CH3:11])(=[O:10])=[O:9]. The yield is 0.790.